Predict the reaction yield, written as a fraction of the theoretical maximum amount of product (1.0 means a 100% yield; for example, 0.34 means a 34% yield). From a dataset of Reaction yield outcomes from USPTO patents with 853,638 reactions. (1) The reactants are [CH3:1][O:2][C:3]1[CH:4]=[C:5]([CH:13]=[CH:14][C:15]=1[N+:16]([O-:18])=[O:17])[CH2:6][CH2:7][PH:8](=[O:12])[O:9]CC. The catalyst is Cl. The product is [CH3:1][O:2][C:3]1[CH:4]=[C:5]([CH:13]=[CH:14][C:15]=1[N+:16]([O-:18])=[O:17])[CH2:6][CH2:7][PH:8](=[O:9])[OH:12]. The yield is 1.02. (2) The reactants are [C:1]([C:4]1[CH:11]=[CH:10][C:7]([CH:8]=[O:9])=[CH:6][CH:5]=1)([OH:3])=O.O=S(Cl)Cl.[NH:16]([CH2:19][CH3:20])[CH2:17][CH3:18]. No catalyst specified. The product is [CH2:17]([N:16]([CH2:19][CH3:20])[C:1](=[O:3])[C:4]1[CH:11]=[CH:10][C:7]([CH:8]=[O:9])=[CH:6][CH:5]=1)[CH3:18]. The yield is 0.900. (3) The yield is 0.491. The product is [NH2:1][C:4]1[CH:5]=[CH:6][C:7]([C:8]([NH:10][CH2:11][C:12](=[O:31])[N:13]2[CH2:18][CH2:17][N:16]([C:19](=[O:30])[C:20]3[CH:25]=[CH:24][CH:23]=[CH:22][C:21]=3[C:26]([F:29])([F:28])[F:27])[CH2:15][CH2:14]2)=[O:9])=[CH:32][CH:33]=1. The catalyst is CO.[Pd]. The reactants are [N+:1]([C:4]1[CH:33]=[CH:32][C:7]([C:8]([NH:10][CH2:11][C:12](=[O:31])[N:13]2[CH2:18][CH2:17][N:16]([C:19](=[O:30])[C:20]3[CH:25]=[CH:24][CH:23]=[CH:22][C:21]=3[C:26]([F:29])([F:28])[F:27])[CH2:15][CH2:14]2)=[O:9])=[CH:6][CH:5]=1)([O-])=O.